From a dataset of Peptide-MHC class I binding affinity with 185,985 pairs from IEDB/IMGT. Regression. Given a peptide amino acid sequence and an MHC pseudo amino acid sequence, predict their binding affinity value. This is MHC class I binding data. The peptide sequence is FFSPFFFSL. The MHC is HLA-A03:01 with pseudo-sequence HLA-A03:01. The binding affinity (normalized) is 0.0847.